From a dataset of Peptide-MHC class II binding affinity with 134,281 pairs from IEDB. Regression. Given a peptide amino acid sequence and an MHC pseudo amino acid sequence, predict their binding affinity value. This is MHC class II binding data. The peptide sequence is TDAATLAQEAGNFER. The MHC is HLA-DPA10201-DPB10501 with pseudo-sequence HLA-DPA10201-DPB10501. The binding affinity (normalized) is 0.